From a dataset of Full USPTO retrosynthesis dataset with 1.9M reactions from patents (1976-2016). Predict the reactants needed to synthesize the given product. Given the product [CH2:19]([O:22][C:23](=[O:112])[C:24](=[O:111])[CH:25]([NH:29][C:30](=[O:110])[CH:31]([NH:33][NH:34][C:35]1[CH:109]=[CH:108][C:38]([CH2:39][O:40][C:41]([N:43]2[C:49]3[CH:50]=[C:51]([O:56][CH2:57][CH2:58][CH2:59][CH2:60][CH2:61][O:62][C:63]4[C:64]([O:93][CH3:94])=[CH:65][C:66]5[C:72](=[O:73])[N:71]6[CH:74]=[C:75]([CH3:77])[CH2:76][CH:70]6[C@H:69]([OH:78])[N:68]([C:86]([O:88][CH2:89][CH:90]=[CH2:91])=[O:87])[C:67]=5[CH:92]=4)[C:52]([O:54][CH3:55])=[CH:53][C:48]=3[C:47](=[O:95])[N:46]3[CH:96]=[C:97]([CH3:99])[CH2:98][CH:45]3[C@@H:44]2[OH:100])=[O:42])=[CH:37][CH:36]=1)[CH3:32])[CH:26]([CH3:28])[CH3:27])[CH:20]=[CH2:21], predict the reactants needed to synthesize it. The reactants are: [F-].C([N+](CCCC)(CCCC)CCCC)CCC.[CH2:19]([O:22][C:23](=[O:112])[C:24](=[O:111])[CH:25]([NH:29][C:30](=[O:110])[CH:31]([NH:33][NH:34][C:35]1[CH:109]=[CH:108][C:38]([CH2:39][O:40][C:41]([N:43]2[C:49]3[CH:50]=[C:51]([O:56][CH2:57][CH2:58][CH2:59][CH2:60][CH2:61][O:62][C:63]4[C:64]([O:93][CH3:94])=[CH:65][C:66]5[C:72](=[O:73])[N:71]6[CH:74]=[C:75]([CH3:77])[CH2:76][CH:70]6[C@H:69]([O:78][Si](C(C)(C)C)(C)C)[N:68]([C:86]([O:88][CH2:89][CH:90]=[CH2:91])=[O:87])[C:67]=5[CH:92]=4)[C:52]([O:54][CH3:55])=[CH:53][C:48]=3[C:47](=[O:95])[N:46]3[CH:96]=[C:97]([CH3:99])[CH2:98][CH:45]3[C@@H:44]2[O:100][Si](C(C)(C)C)(C)C)=[O:42])=[CH:37][CH:36]=1)[CH3:32])[CH:26]([CH3:28])[CH3:27])[CH:20]=[CH2:21].